Dataset: Forward reaction prediction with 1.9M reactions from USPTO patents (1976-2016). Task: Predict the product of the given reaction. (1) Given the reactants [OH-:1].[Na+].Cl[P:4]1(=[O:22])[O:9][CH:8]([C:10]2[CH:19]=[CH:18][C:17]3[C:12](=[CH:13][CH:14]=[CH:15][CH:16]=3)[CH:11]=2)[C:7]([CH3:21])([CH3:20])[CH2:6][O:5]1.Cl, predict the reaction product. The product is: [OH:1][P:4]1(=[O:22])[O:9][CH:8]([C:10]2[CH:19]=[CH:18][C:17]3[C:12](=[CH:13][CH:14]=[CH:15][CH:16]=3)[CH:11]=2)[C:7]([CH3:21])([CH3:20])[CH2:6][O:5]1. (2) Given the reactants [OH:1][CH2:2][CH2:3][C@H:4]1[CH2:9][CH2:8][C@H:7]([CH2:10][N:11]([CH3:25])[S:12]([C:15]2[CH:20]=[CH:19][C:18]([C:21]([F:24])([F:23])[F:22])=[CH:17][CH:16]=2)(=[O:14])=[O:13])[CH2:6][CH2:5]1.[CH3:26][S:27](Cl)(=[O:29])=[O:28], predict the reaction product. The product is: [CH3:25][N:11]([CH2:10][C@H:7]1[CH2:8][CH2:9][C@H:4]([CH2:3][CH2:2][O:1][S:27]([CH3:26])(=[O:29])=[O:28])[CH2:5][CH2:6]1)[S:12]([C:15]1[CH:20]=[CH:19][C:18]([C:21]([F:24])([F:22])[F:23])=[CH:17][CH:16]=1)(=[O:14])=[O:13].